From a dataset of Full USPTO retrosynthesis dataset with 1.9M reactions from patents (1976-2016). Predict the reactants needed to synthesize the given product. (1) The reactants are: [Cl:1][C:2]1[CH:3]=[C:4]([C:12]2[CH:17]=[C:16]([CH:18]([F:20])[F:19])[N:15]3[N:21]=[CH:22][C:23]([C:24]([OH:26])=O)=[C:14]3[N:13]=2)[CH:5]=[CH:6][C:7]=1[C:8]([F:11])([F:10])[F:9].[S:27]([C:31]1[CH:32]=[C:33]([NH2:37])[CH:34]=[CH:35][CH:36]=1)(=[O:30])(=[O:29])[NH2:28]. Given the product [S:27]([C:31]1[CH:32]=[C:33]([NH:37][C:24]([C:23]2[CH:22]=[N:21][N:15]3[C:16]([CH:18]([F:19])[F:20])=[CH:17][C:12]([C:4]4[CH:5]=[CH:6][C:7]([C:8]([F:11])([F:10])[F:9])=[C:2]([Cl:1])[CH:3]=4)=[N:13][C:14]=23)=[O:26])[CH:34]=[CH:35][CH:36]=1)(=[O:29])(=[O:30])[NH2:28], predict the reactants needed to synthesize it. (2) Given the product [Br:1][C:2]1[C:11]([NH:12][C:13](=[O:26])[C:14]([OH:25])([C:28]([F:30])([F:29])[F:27])[CH2:15][C:16]([CH3:17])([C:18]2[CH:19]=[CH:20][CH:21]=[CH:22][CH:23]=2)[CH3:24])=[CH:10][CH:9]=[C:8]2[C:3]=1[CH2:4][O:5][C:6]2=[O:7], predict the reactants needed to synthesize it. The reactants are: [Br:1][C:2]1[C:11]([NH:12][C:13](=[O:26])[C:14](=[O:25])[CH2:15][C:16]([CH3:24])([C:18]2[CH:23]=[CH:22][CH:21]=[CH:20][CH:19]=2)[CH3:17])=[CH:10][CH:9]=[C:8]2[C:3]=1[CH2:4][O:5][C:6]2=[O:7].[F:27][C:28]([Si](C)(C)C)([F:30])[F:29].C(=O)([O-])[O-].[Cs+].[Cs+].[F-].C([N+](CCCC)(CCCC)CCCC)CCC. (3) Given the product [NH2:13][CH2:12][CH2:11][CH2:10][CH2:9][CH2:8][CH2:7][N:4]1[CH:5]=[CH:6][N:2]([CH3:1])[C:3]1=[C:24]1[N:28]=[CH:27][CH:26]=[N:25]1, predict the reactants needed to synthesize it. The reactants are: [CH3:1][N:2]1[CH:6]=[CH:5][N:4]([CH2:7][CH2:8][CH2:9][CH2:10][CH2:11][CH2:12][N:13]2C(=O)C3=CC=CC=C3C2=O)[C:3]1=[C:24]1[N:28]=[CH:27][CH:26]=[N:25]1. (4) Given the product [F:1][C:2]1[CH:46]=[CH:45][C:44]([F:47])=[CH:43][C:3]=1[O:4][CH2:5][CH2:6][CH2:7][O:8][C:9]1[CH:14]=[CH:13][C:12]([CH:15]2[CH:20]([O:21][Si:22]([CH:26]([CH3:28])[CH3:27])([CH:29]([CH3:31])[CH3:30])[CH:23]([CH3:24])[CH3:25])[CH2:19][N:18]([C:32]([O:34][CH2:35][C:36]3[CH:37]=[CH:38][CH:39]=[CH:40][CH:41]=3)=[O:33])[CH2:17][CH:16]2[O:42][CH2:49][C:50]2[CH:51]=[CH:52][C:53]3[O:58][CH2:57][C:56](=[O:59])[N:55]([CH2:60][CH2:61][CH2:62][O:63][CH3:64])[C:54]=3[CH:65]=2)=[CH:11][CH:10]=1, predict the reactants needed to synthesize it. The reactants are: [F:1][C:2]1[CH:46]=[CH:45][C:44]([F:47])=[CH:43][C:3]=1[O:4][CH2:5][CH2:6][CH2:7][O:8][C:9]1[CH:14]=[CH:13][C:12]([CH:15]2[CH:20]([O:21][Si:22]([CH:29]([CH3:31])[CH3:30])([CH:26]([CH3:28])[CH3:27])[CH:23]([CH3:25])[CH3:24])[CH2:19][N:18]([C:32]([O:34][CH2:35][C:36]3[CH:41]=[CH:40][CH:39]=[CH:38][CH:37]=3)=[O:33])[CH2:17][CH:16]2[OH:42])=[CH:11][CH:10]=1.Cl[CH2:49][C:50]1[CH:51]=[CH:52][C:53]2[O:58][CH2:57][C:56](=[O:59])[N:55]([CH2:60][CH2:61][CH2:62][O:63][CH3:64])[C:54]=2[CH:65]=1.